Dataset: CYP2C9 inhibition data for predicting drug metabolism from PubChem BioAssay. Task: Regression/Classification. Given a drug SMILES string, predict its absorption, distribution, metabolism, or excretion properties. Task type varies by dataset: regression for continuous measurements (e.g., permeability, clearance, half-life) or binary classification for categorical outcomes (e.g., BBB penetration, CYP inhibition). Dataset: cyp2c9_veith. (1) The molecule is CSc1nc(-c2ccc(C)cc2)nc(C(Cl)Cl)n1. The result is 0 (non-inhibitor). (2) The drug is O=C1Nc2ccccc2C(O)(C(=O)NCc2ccc3c(c2)OCO3)N1c1ccc(Cl)c(Cl)c1. The result is 0 (non-inhibitor). (3) The molecule is CCCC(=O)NC(Nc1ccccc1F)C(Cl)(Cl)Cl. The result is 1 (inhibitor). (4) The molecule is COCCCNC(=S)NC1CC2CCCC(C1)N2Cc1cccs1. The result is 0 (non-inhibitor). (5) The molecule is O=C1C2C3C=CC(C3)C2C(=O)N1/N=C/c1cn(Cc2ccc(F)cc2)c2ccccc12. The result is 0 (non-inhibitor). (6) The compound is Cn1c(=O)c(-c2cc(F)cc(F)c2)nc2cncnc21. The result is 0 (non-inhibitor).